From a dataset of hERG potassium channel inhibition data for cardiac toxicity prediction from Karim et al.. Regression/Classification. Given a drug SMILES string, predict its toxicity properties. Task type varies by dataset: regression for continuous values (e.g., LD50, hERG inhibition percentage) or binary classification for toxic/non-toxic outcomes (e.g., AMES mutagenicity, cardiotoxicity, hepatotoxicity). Dataset: herg_karim. The drug is O=c1n(Cc2ccc(Cl)cc2)c2sc3c(c2c2ncnn12)CCN(CC1CC1)C3. The result is 1 (blocker).